This data is from Full USPTO retrosynthesis dataset with 1.9M reactions from patents (1976-2016). The task is: Predict the reactants needed to synthesize the given product. (1) Given the product [S:22]1[CH:26]=[CH:25][CH:24]=[C:23]1[C:2]1[C:10]2[C:5](=[CH:6][CH:7]=[CH:8][CH:9]=2)[NH:4][C:3]=1[C:11]([O:13][CH2:14][CH3:15])=[O:12], predict the reactants needed to synthesize it. The reactants are: I[C:2]1[C:10]2[C:5](=[CH:6][CH:7]=[CH:8][CH:9]=2)[NH:4][C:3]=1[C:11]([O:13][CH2:14][CH3:15])=[O:12].C([O-])([O-])=O.[Na+].[Na+].[S:22]1[CH:26]=[CH:25][CH:24]=[C:23]1B(O)O. (2) Given the product [NH2:27][C:25]1[N:26]=[C:21]([NH:1][CH2:2][CH2:3][NH:4][C:5]2[N:6]=[C:7]([C:12]3[CH:17]=[CH:16][C:15]([Cl:18])=[CH:14][C:13]=3[Cl:19])[C:8]([NH2:11])=[N:9][CH:10]=2)[CH:22]=[CH:23][C:24]=1[N+:28]([O-:30])=[O:29], predict the reactants needed to synthesize it. The reactants are: [NH2:1][CH2:2][CH2:3][NH:4][C:5]1[N:6]=[C:7]([C:12]2[CH:17]=[CH:16][C:15]([Cl:18])=[CH:14][C:13]=2[Cl:19])[C:8]([NH2:11])=[N:9][CH:10]=1.Cl[C:21]1[N:26]=[C:25]([NH2:27])[C:24]([N+:28]([O-:30])=[O:29])=[CH:23][CH:22]=1. (3) Given the product [CH3:12][N:11]([CH3:10])[C:13]1[CH:18]=[CH:17][C:16]([CH:19]([OH:20])[C@H:8]([CH3:9])[C:6]#[CH:7])=[CH:15][CH:14]=1, predict the reactants needed to synthesize it. The reactants are: CS(O[C@H:6]([C:8]#[CH:9])[CH3:7])(=O)=O.[CH3:10][N:11]([C:13]1[CH:18]=[CH:17][C:16]([CH:19]=[O:20])=[CH:15][CH:14]=1)[CH3:12]. (4) Given the product [CH3:1][C:2]1[N:3]([CH2:23][C:24]2[CH:29]=[CH:28][CH:27]=[C:26]([O:30][CH3:31])[CH:25]=2)[C:4](=[O:22])[CH2:5][CH:6]([C:12]2[CH:13]=[CH:14][C:15]([C:18]([F:20])([F:19])[F:21])=[CH:16][CH:17]=2)[C:7]=1[C:8]([OH:10])=[O:9], predict the reactants needed to synthesize it. The reactants are: [CH3:1][C:2]1[N:3]([CH2:23][C:24]2[CH:29]=[CH:28][CH:27]=[C:26]([O:30][CH3:31])[CH:25]=2)[C:4](=[O:22])[CH2:5][CH:6]([C:12]2[CH:17]=[CH:16][C:15]([C:18]([F:21])([F:20])[F:19])=[CH:14][CH:13]=2)[C:7]=1[C:8]([O:10]C)=[O:9].[OH-].[Na+]. (5) Given the product [Br:8][C:6]1[CH:7]=[C:2]([NH:9][CH:10]2[CH2:11][N:12]([C:14]([O:16][C:17]([CH3:20])([CH3:19])[CH3:18])=[O:15])[CH2:13]2)[CH:3]=[N:4][CH:5]=1, predict the reactants needed to synthesize it. The reactants are: Br[C:2]1[CH:3]=[N:4][CH:5]=[C:6]([Br:8])[CH:7]=1.[NH2:9][CH:10]1[CH2:13][N:12]([C:14]([O:16][C:17]([CH3:20])([CH3:19])[CH3:18])=[O:15])[CH2:11]1.CC(C)([O-])C.[Na+].